This data is from Catalyst prediction with 721,799 reactions and 888 catalyst types from USPTO. The task is: Predict which catalyst facilitates the given reaction. (1) Reactant: [CH3:1][C:2]([C:9]1[CH:22]=[CH:21][C:12]([O:13][CH2:14][C@H:15]2[O:19][C:18]([NH2:20])=[N:17][CH2:16]2)=[CH:11][CH:10]=1)([CH3:8])[CH2:3][C:4]([CH3:7])([CH3:6])[CH3:5].C([O:25][C:26](=O)[C:27]#[C:28][CH2:29][CH3:30])C. Product: [CH2:29]([C:28]1[N:17]2[CH2:16][C@@H:15]([CH2:14][O:13][C:12]3[CH:21]=[CH:22][C:9]([C:2]([CH3:1])([CH3:8])[CH2:3][C:4]([CH3:5])([CH3:6])[CH3:7])=[CH:10][CH:11]=3)[O:19][C:18]2=[N:20][C:26](=[O:25])[CH:27]=1)[CH3:30]. The catalyst class is: 22. (2) Reactant: [C:1]([O:5][C:6](=[O:38])[NH:7][CH2:8][CH2:9][S:10][CH2:11][C:12]1[C:17]([S:18]SC2C(C(CCNC(OC(C)(C)C)=O)S)=NC=CC=2)=[CH:16][CH:15]=[CH:14][N:13]=1)([CH3:4])([CH3:3])[CH3:2].[BH4-].[Na+].[C:41]1([CH:47]([O:54][C:55]([C:57]2[N:58]3[CH:61]([CH2:62][CH2:63][C:64]=2Cl)[C@@H:60]([NH:66][C:67](=[O:97])/[C:68](/[C:90]2[N:91]=[C:92]([NH2:96])[S:93][C:94]=2[Cl:95])=[N:69]\[O:70][C:71]([C:84]2[CH:89]=[CH:88][CH:87]=[CH:86][CH:85]=2)([C:78]2[CH:83]=[CH:82][CH:81]=[CH:80][CH:79]=2)[C:72]2[CH:77]=[CH:76][CH:75]=[CH:74][CH:73]=2)[C:59]3=[O:98])=[O:56])[C:48]2[CH:53]=[CH:52][CH:51]=[CH:50][CH:49]=2)[CH:46]=[CH:45][CH:44]=[CH:43][CH:42]=1. Product: [C:41]1([CH:47]([O:54][C:55]([C:57]2[N:58]3[CH:61]([CH2:62][CH2:63][C:64]=2[S:18][C:17]2[C:12]([CH2:11][S:10][CH2:9][CH2:8][NH:7][C:6]([O:5][C:1]([CH3:2])([CH3:3])[CH3:4])=[O:38])=[N:13][CH:14]=[CH:15][CH:16]=2)[C@@H:60]([NH:66][C:67](=[O:97])/[C:68](/[C:90]2[N:91]=[C:92]([NH2:96])[S:93][C:94]=2[Cl:95])=[N:69]\[O:70][C:71]([C:84]2[CH:85]=[CH:86][CH:87]=[CH:88][CH:89]=2)([C:78]2[CH:79]=[CH:80][CH:81]=[CH:82][CH:83]=2)[C:72]2[CH:77]=[CH:76][CH:75]=[CH:74][CH:73]=2)[C:59]3=[O:98])=[O:56])[C:48]2[CH:53]=[CH:52][CH:51]=[CH:50][CH:49]=2)[CH:46]=[CH:45][CH:44]=[CH:43][CH:42]=1. The catalyst class is: 10.